Predict the reaction yield, written as a fraction of the theoretical maximum amount of product (1.0 means a 100% yield; for example, 0.34 means a 34% yield). From a dataset of Reaction yield outcomes from USPTO patents with 853,638 reactions. The reactants are [CH3:1][O:2][C:3]1[CH:24]=[CH:23][C:6]([CH2:7][N:8]2[C:12]([N:13]([CH2:18][CH2:19][CH2:20][C:21]#[N:22])[N:14]=C(C)C)=[N:11][N:10]=[N:9]2)=[CH:5][CH:4]=1.[N-:25]=[N+:26]=[N-:27].[Na+].[Cl-].[NH4+]. The catalyst is CN(C)C=O. The product is [NH:22]1[C:21]([CH2:20][CH2:19][CH2:18][N:13]([C:12]2[N:8]([CH2:7][C:6]3[CH:5]=[CH:4][C:3]([O:2][CH3:1])=[CH:24][CH:23]=3)[N:9]=[N:10][N:11]=2)[NH2:14])=[N:27][N:26]=[N:25]1. The yield is 0.650.